From a dataset of Reaction yield outcomes from USPTO patents with 853,638 reactions. Predict the reaction yield, written as a fraction of the theoretical maximum amount of product (1.0 means a 100% yield; for example, 0.34 means a 34% yield). (1) The reactants are C(OC([N:8]1[C:21]2[C:12](=[C:13]3[C:18](=[CH:19][CH:20]=2)[CH2:17][CH2:16][C@@H:15]([CH2:22][OH:23])[O:14]3)[CH2:11][CH2:10][CH:9]1O)=O)(C)(C)C. The catalyst is ClC1C=CC=CC=1Cl. The product is [N:8]1[C:21]2[C:12](=[C:13]3[C:18](=[CH:19][CH:20]=2)[CH2:17][CH2:16][C@@H:15]([CH2:22][OH:23])[O:14]3)[CH:11]=[CH:10][CH:9]=1. The yield is 0.710. (2) The reactants are [C:1]([O:4][C@@H:5]1[CH2:10][C@H:9]([C:11]2[CH:16]=[CH:15][N:14]=[CH:13][C:12]=2[N+:17]([O-])=O)[O:8][C@H:7]([CH2:20][CH3:21])[C@:6]1([OH:23])[CH3:22])(=[O:3])[CH3:2]. The catalyst is CCO.[Pd]. The product is [C:1]([O:4][C@H:5]1[CH2:10][C@@H:9]([C:11]2[CH:16]=[CH:15][N:14]=[CH:13][C:12]=2[NH2:17])[O:8][C@@H:7]([CH2:20][CH3:21])[C@@:6]1([OH:23])[CH3:22])(=[O:3])[CH3:2].[C:1]([O:4][C@@H:5]1[CH2:10][C@H:9]([C:11]2[CH:16]=[CH:15][N:14]=[CH:13][C:12]=2[NH2:17])[O:8][C@H:7]([CH2:20][CH3:21])[C@:6]1([OH:23])[CH3:22])(=[O:3])[CH3:2]. The yield is 0.200. (3) The reactants are [Cl:1][C:2]1[C:10]2[N:9]=[C:8]3[N:11]([C:15]4[C:20]([Cl:21])=[CH:19][C:18]([Cl:22])=[CH:17][C:16]=4[Cl:23])[CH2:12][CH2:13][CH2:14][N:7]3[C:6]=2[C:5]([CH:24]([NH2:29])[C:25]([F:28])([F:27])[F:26])=[CH:4][CH:3]=1.C(N(CC)CC)C.[CH3:37][S:38](Cl)(=[O:40])=[O:39]. The catalyst is O1CCCC1.C(=O)(O)[O-].[Na+]. The product is [Cl:1][C:2]1[C:10]2[N:9]=[C:8]3[N:11]([C:15]4[C:20]([Cl:21])=[CH:19][C:18]([Cl:22])=[CH:17][C:16]=4[Cl:23])[CH2:12][CH2:13][CH2:14][N:7]3[C:6]=2[C:5]([CH:24]([NH:29][S:38]([CH3:37])(=[O:40])=[O:39])[C:25]([F:26])([F:27])[F:28])=[CH:4][CH:3]=1. The yield is 0.900. (4) The reactants are [C:1]([CH:3]([CH:11]([C:22]1[CH:27]=[CH:26][CH:25]=[CH:24][C:23]=1[O:28][CH3:29])[C:12]1[C:21]2[C:16](=[CH:17][CH:18]=[CH:19][CH:20]=2)[N:15]=[CH:14][CH:13]=1)[C:4]([O:6][C:7]([CH3:10])([CH3:9])[CH3:8])=[O:5])#[N:2].[H-].[Na+].Cl.[N:33]1[CH:38]=[CH:37][CH:36]=[C:35]([CH2:39]Cl)[CH:34]=1.O. The catalyst is CN(C=O)C. The product is [C:1]([C:3]([CH2:39][C:35]1[CH:34]=[N:33][CH:38]=[CH:37][CH:36]=1)([CH:11]([C:22]1[CH:27]=[CH:26][CH:25]=[CH:24][C:23]=1[O:28][CH3:29])[C:12]1[C:21]2[C:16](=[CH:17][CH:18]=[CH:19][CH:20]=2)[N:15]=[CH:14][CH:13]=1)[C:4]([O:6][C:7]([CH3:8])([CH3:10])[CH3:9])=[O:5])#[N:2]. The yield is 0.790. (5) The reactants are [CH2:1]([O:8][N:9]([CH2:12][C:13]1([C:19]([OH:21])=O)[CH2:18][CH2:17][CH2:16][CH2:15][CH2:14]1)[CH:10]=[O:11])[C:2]1[CH:7]=[CH:6][CH:5]=[CH:4][CH:3]=1.[NH:22]([C:24]1[N:29]=[C:28]([C:30]([F:33])([F:32])[F:31])[CH:27]=[CH:26][N:25]=1)[NH2:23].CN1CCOCC1.C1C=NC2N(O)N=NC=2C=1.Cl.CN(C)CCCN=C=NCC. The catalyst is CN(C=O)C. The product is [CH2:1]([O:8][N:9]([CH2:12][C:13]1([C:19]([NH:23][NH:22][C:24]2[N:29]=[C:28]([C:30]([F:32])([F:31])[F:33])[CH:27]=[CH:26][N:25]=2)=[O:21])[CH2:14][CH2:15][CH2:16][CH2:17][CH2:18]1)[CH:10]=[O:11])[C:2]1[CH:3]=[CH:4][CH:5]=[CH:6][CH:7]=1. The yield is 0.470. (6) The reactants are [C:1]1([CH:7]([C:26]2[CH:31]=[CH:30][CH:29]=[CH:28][CH:27]=2)[CH2:8][N:9]([CH2:22][CH2:23][CH2:24][OH:25])[CH2:10][C:11]2[CH:16]=[CH:15][CH:14]=[C:13]([C:17]([F:20])([F:19])[F:18])[C:12]=2[Cl:21])[CH:6]=[CH:5][CH:4]=[CH:3][CH:2]=1.O[C:33]1[CH:34]=[C:35]([CH:40]=[CH:41][CH:42]=1)[C:36]([O:38][CH3:39])=[O:37].C1C=CC(P(C2C=CC=CC=2)C2C=CC=CC=2)=CC=1.CC(OC(/N=N/C(OC(C)C)=O)=O)C. The catalyst is C1COCC1.O. The product is [C:26]1([CH:7]([C:1]2[CH:2]=[CH:3][CH:4]=[CH:5][CH:6]=2)[CH2:8][N:9]([CH2:22][CH2:23][CH2:24][O:25][C:33]2[CH:42]=[CH:41][CH:40]=[C:35]([C:36]([O:38][CH3:39])=[O:37])[CH:34]=2)[CH2:10][C:11]2[CH:16]=[CH:15][CH:14]=[C:13]([C:17]([F:19])([F:20])[F:18])[C:12]=2[Cl:21])[CH:27]=[CH:28][CH:29]=[CH:30][CH:31]=1. The yield is 0.260. (7) The reactants are [CH3:1][C:2]([S@:5](/[N:7]=[CH:8]/[C:9]1[CH:14]=[C:13]([CH3:15])[C:12]([O:16][CH2:17][C:18]([F:21])([F:20])[F:19])=[CH:11][N:10]=1)=[O:6])([CH3:4])[CH3:3].[CH3:22][Mg]Br.C1COCC1. The catalyst is C(Cl)Cl. The product is [CH3:4][C:2]([S@:5]([NH:7][CH:8]([C:9]1[CH:14]=[C:13]([CH3:15])[C:12]([O:16][CH2:17][C:18]([F:21])([F:19])[F:20])=[CH:11][N:10]=1)[CH3:22])=[O:6])([CH3:1])[CH3:3]. The yield is 0.940.